Dataset: Rat liver microsome stability data. Task: Regression/Classification. Given a drug SMILES string, predict its absorption, distribution, metabolism, or excretion properties. Task type varies by dataset: regression for continuous measurements (e.g., permeability, clearance, half-life) or binary classification for categorical outcomes (e.g., BBB penetration, CYP inhibition). Dataset: rlm. (1) The compound is COc1ccccc1-c1nc(NCc2cnc(C)cn2)c2ccccc2n1. The result is 1 (stable in rat liver microsomes). (2) The result is 1 (stable in rat liver microsomes). The molecule is Cc1cc(-c2nnc3n2CCCCC3)c(C)n1-c1cccc(C#N)c1. (3) The compound is COc1ccc(-c2csc(Nc3ccc4ccccc4n3)n2)cc1OC. The result is 0 (unstable in rat liver microsomes). (4) The drug is N#CC(=C(O)c1cc(O)c(O)c([N+](=O)[O-])c1)c1ccncn1. The result is 0 (unstable in rat liver microsomes).